From a dataset of hERG Central: cardiac toxicity at 1µM, 10µM, and general inhibition. Predict hERG channel inhibition at various concentrations. (1) The molecule is COc1ccc(CN(C)CC2CCCN(CCc3ccc(F)cc3)C2)cc1OC. Results: hERG_inhib (hERG inhibition (general)): blocker. (2) The molecule is O=C(/C=C/c1cccc([N+](=O)[O-])c1)N1CCN(S(=O)(=O)c2cccs2)CC1. Results: hERG_inhib (hERG inhibition (general)): blocker.